From a dataset of Peptide-MHC class II binding affinity with 134,281 pairs from IEDB. Regression. Given a peptide amino acid sequence and an MHC pseudo amino acid sequence, predict their binding affinity value. This is MHC class II binding data. (1) The peptide sequence is RLSTIILCISSVGGC. The MHC is H-2-IAb with pseudo-sequence H-2-IAb. The binding affinity (normalized) is 0. (2) The peptide sequence is KRWIILGLNKIVRMY. The MHC is DRB5_0101 with pseudo-sequence DRB5_0101. The binding affinity (normalized) is 0.706. (3) The peptide sequence is LVKFVAGDGDVVAVD. The MHC is HLA-DPA10103-DPB10201 with pseudo-sequence HLA-DPA10103-DPB10201. The binding affinity (normalized) is 0.131. (4) The binding affinity (normalized) is 0.616. The peptide sequence is KAAVAAAASVPAADK. The MHC is HLA-DPA10201-DPB11401 with pseudo-sequence HLA-DPA10201-DPB11401. (5) The peptide sequence is LIGLRIVFAVLSIVNRVRQG. The MHC is HLA-DQA10301-DQB10302 with pseudo-sequence HLA-DQA10301-DQB10302. The binding affinity (normalized) is 0.174.